From a dataset of Reaction yield outcomes from USPTO patents with 853,638 reactions. Predict the reaction yield, written as a fraction of the theoretical maximum amount of product (1.0 means a 100% yield; for example, 0.34 means a 34% yield). (1) The reactants are [CH2:1]([S:8][C:9]1[CH:10]=[CH:11][C:12]([NH:22][C:23]2[CH:28]=[C:27]([Br:29])[C:26]([Cl:30])=[CH:25][C:24]=2[O:31][CH3:32])=[C:13](/[CH:15]=[CH:16]/[C:17](OCC)=[O:18])[CH:14]=1)[C:2]1[CH:7]=[CH:6][CH:5]=[CH:4][CH:3]=1.C[O-].[Na+]. The catalyst is CO. The product is [CH2:1]([S:8][C:9]1[CH:14]=[C:13]2[C:12](=[CH:11][CH:10]=1)[N:22]([C:23]1[CH:28]=[C:27]([Br:29])[C:26]([Cl:30])=[CH:25][C:24]=1[O:31][CH3:32])[C:17](=[O:18])[CH:16]=[CH:15]2)[C:2]1[CH:3]=[CH:4][CH:5]=[CH:6][CH:7]=1. The yield is 0.436. (2) The reactants are Br[C:2]1[C:11]2[C:6](=[CH:7][CH:8]=[C:9]([Cl:12])[CH:10]=2)[C:5](=[O:13])[O:4][C:3]=1[CH:14]([OH:16])[CH3:15].[C:17]1(B(O)O)[CH:22]=[CH:21][CH:20]=[CH:19][CH:18]=1. No catalyst specified. The product is [Cl:12][C:9]1[CH:10]=[C:11]2[C:6](=[CH:7][CH:8]=1)[C:5](=[O:13])[O:4][C:3]([CH:14]([OH:16])[CH3:15])=[C:2]2[C:17]1[CH:22]=[CH:21][CH:20]=[CH:19][CH:18]=1. The yield is 0.450. (3) The reactants are [CH2:1]([NH2:6])[CH2:2][CH:3]([CH3:5])[CH3:4].Cl[CH2:8][CH:9]([OH:15])[CH2:10][S:11]([OH:14])(=[O:13])=[O:12].[Na]. The catalyst is O1CCOCC1.O. The product is [OH:15][CH:9]([CH2:8][NH:6][CH2:1][CH2:2][CH:3]([CH3:5])[CH3:4])[CH2:10][S:11]([OH:14])(=[O:13])=[O:12]. The yield is 0.270. (4) The reactants are [Br:1][C:2]1[N:3]=[C:4]([C:9]#[C:10][Si](C)(C)C)[C:5]([NH2:8])=[N:6][CH:7]=1.[H-].[Na+].[C:17]1([CH3:27])[CH:22]=[CH:21][C:20]([S:23](Cl)(=[O:25])=[O:24])=[CH:19][CH:18]=1. The catalyst is CN(C=O)C. The product is [Br:1][C:2]1[N:3]=[C:4]2[CH:9]=[CH:10][N:8]([S:23]([C:20]3[CH:21]=[CH:22][C:17]([CH3:27])=[CH:18][CH:19]=3)(=[O:25])=[O:24])[C:5]2=[N:6][CH:7]=1. The yield is 0.520.